Dataset: Full USPTO retrosynthesis dataset with 1.9M reactions from patents (1976-2016). Task: Predict the reactants needed to synthesize the given product. (1) Given the product [Br:14][C:12]1[CH:11]=[CH:10][C:9]([F:15])=[C:8]([C:2]2([CH:5]([F:7])[F:6])[CH2:3][N:1]2[S:25]([C:20]2[CH:21]=[CH:22][CH:23]=[CH:24][C:19]=2[N+:16]([O-:18])=[O:17])(=[O:26])=[O:27])[CH:13]=1, predict the reactants needed to synthesize it. The reactants are: [NH2:1][C:2]([C:8]1[CH:13]=[C:12]([Br:14])[CH:11]=[CH:10][C:9]=1[F:15])([CH:5]([F:7])[F:6])[CH2:3]O.[N+:16]([C:19]1[CH:24]=[CH:23][CH:22]=[CH:21][C:20]=1[S:25](Cl)(=[O:27])=[O:26])([O-:18])=[O:17].C(=O)([O-])O.[K+]. (2) Given the product [ClH:1].[CH3:26][N:27]([CH3:28])[CH2:2][C:3]([NH:5][C:6]1[CH:15]=[CH:14][CH:13]=[C:12]2[C:7]=1[C:8](=[O:25])[N:9]([N:46]1[C:31](=[O:32])[CH2:30][CH2:29][CH2:33][C:48]1=[O:49])[C:10]([CH3:16])=[N:11]2)=[O:4], predict the reactants needed to synthesize it. The reactants are: [Cl:1][CH2:2][C:3]([NH:5][C:6]1[CH:15]=[CH:14][CH:13]=[C:12]2[C:7]=1[C:8](=[O:25])[N:9](C1CCC(=O)NC1=O)[C:10]([CH3:16])=[N:11]2)=[O:4].[CH3:26][NH:27][CH3:28].[CH2:29]1[CH2:33][O:32][CH2:31][CH2:30]1.C(=O)([O-])O.[Na+].Cl.CCOCC.C[N:46]([CH:48]=[O:49])C. (3) Given the product [F:24][C:25]([F:38])([F:37])[S:26]([O:1][C:2]1[C@:3]2([CH2:19][CH2:18][C@H:17]3[C@@H:8]([CH2:9][CH2:10][C:11]4[CH:12]=[C:13]([C:20]([O:22][CH3:23])=[O:21])[CH:14]=[CH:15][C:16]=43)[C@@H:5]2[CH2:6][CH:7]=1)[CH3:4])(=[O:28])=[O:27], predict the reactants needed to synthesize it. The reactants are: [O:1]=[C:2]1[CH2:7][CH2:6][C@H:5]2[C@H:8]3[C@H:17]([CH2:18][CH2:19][C@:3]12[CH3:4])[C:16]1[CH:15]=[CH:14][C:13]([C:20]([O:22][CH3:23])=[O:21])=[CH:12][C:11]=1[CH2:10][CH2:9]3.[F:24][C:25]([F:38])([F:37])[S:26](O[S:26]([C:25]([F:38])([F:37])[F:24])(=[O:28])=[O:27])(=[O:28])=[O:27].C(=O)([O-])O.[Na+]. (4) Given the product [CH3:20][C:21]1([CH3:35])[CH2:26][O:25][B:24]([C:11]2[CH:12]=[N:13][N:14]([CH3:19])[C:15]=2[C:16]([O:18][CH3:1])=[O:17])[O:23][CH2:22]1, predict the reactants needed to synthesize it. The reactants are: [C:1]([O-])(=O)C.[K+].CS(C)=O.Br[C:11]1[CH:12]=[N:13][N:14]([CH3:19])[C:15]=1[C:16]([O-:18])=[O:17].[CH3:20][C:21]1([CH3:35])[CH2:26][O:25][B:24]([B:24]2[O:25][CH2:26][C:21]([CH3:35])([CH3:20])[CH2:22][O:23]2)[O:23][CH2:22]1. (5) Given the product [Cl:8][C:5]1[CH:6]=[CH:7][C:2]2[B:22]([OH:21])[O:10][CH2:9][C:3]=2[CH:4]=1, predict the reactants needed to synthesize it. The reactants are: Br[C:2]1[CH:7]=[CH:6][C:5]([Cl:8])=[CH:4][C:3]=1[CH2:9][O:10]COC.FC1C=CC2[B:22](O)[O:21]CC=2C=1. (6) The reactants are: [C:1]([C:3]([S:9]([CH2:12][C@:13]([NH:25][S@@](C(C)(C)C)=O)([C:15]1[CH:20]=[C:19]([N+:21]([O-:23])=[O:22])[CH:18]=[CH:17][C:16]=1[F:24])[CH3:14])(=[O:11])=[O:10])([CH2:6][CH:7]=[CH2:8])[CH2:4][F:5])#[N:2].Cl. Given the product [CH2:6]([C:3]1([CH2:4][F:5])[S:9](=[O:11])(=[O:10])[CH2:12][C@:13]([C:15]2[CH:20]=[C:19]([N+:21]([O-:23])=[O:22])[CH:18]=[CH:17][C:16]=2[F:24])([CH3:14])[N:25]=[C:1]1[NH2:2])[CH:7]=[CH2:8], predict the reactants needed to synthesize it.